From a dataset of Full USPTO retrosynthesis dataset with 1.9M reactions from patents (1976-2016). Predict the reactants needed to synthesize the given product. (1) Given the product [N:26]1[NH:27][N:28]=[N:29][C:30]=1[NH:31][C:21](=[O:23])[CH2:20][C@H:17]1[CH2:16][CH2:15][C@H:14]([C:11]2[CH:12]=[CH:13][C:8]([C:5]3[CH:4]=[C:3]([C:2]([F:24])([F:1])[F:25])[NH:7][N:6]=3)=[CH:9][CH:10]=2)[CH2:19][CH2:18]1, predict the reactants needed to synthesize it. The reactants are: [F:1][C:2]([F:25])([F:24])[C:3]1[NH:7][N:6]=[C:5]([C:8]2[CH:13]=[CH:12][C:11]([C@H:14]3[CH2:19][CH2:18][C@H:17]([CH2:20][C:21]([OH:23])=O)[CH2:16][CH2:15]3)=[CH:10][CH:9]=2)[CH:4]=1.[N:26]1[NH:27][N:28]=[N:29][C:30]=1[NH2:31].F[P-](F)(F)(F)(F)F.N1(OC(N(C)C)=[N+](C)C)C2N=CC=CC=2N=N1.C(N(C(C)C)CC)(C)C. (2) Given the product [Br:1][C:2]1[CH:22]=[CH:21][C:5]([CH2:6][N:7]([C:8]2[CH:9]=[CH:10][C:11]3[C:16](=[O:17])[O:15][C:14]([CH3:19])([CH3:18])[O:13][C:12]=3[CH:20]=2)[C:30](=[O:31])[CH2:29][CH2:28][CH:23]2[CH2:27][CH2:26][CH2:25][CH2:24]2)=[CH:4][CH:3]=1, predict the reactants needed to synthesize it. The reactants are: [Br:1][C:2]1[CH:22]=[CH:21][C:5]([CH2:6][NH:7][C:8]2[CH:9]=[CH:10][C:11]3[C:16](=[O:17])[O:15][C:14]([CH3:19])([CH3:18])[O:13][C:12]=3[CH:20]=2)=[CH:4][CH:3]=1.[CH:23]1([CH2:28][CH2:29][C:30](Cl)=[O:31])[CH2:27][CH2:26][CH2:25][CH2:24]1.